Predict the reactants needed to synthesize the given product. From a dataset of Full USPTO retrosynthesis dataset with 1.9M reactions from patents (1976-2016). (1) Given the product [CH3:27][Si:28]([CH3:33])([CH3:32])[CH2:29][CH2:30][O:15][C:14](=[O:16])[C:13]1[CH:17]=[C:9]([O:8][CH2:1][C:2]2[CH:3]=[CH:4][CH:5]=[CH:6][CH:7]=2)[CH:10]=[CH:11][C:12]=1[CH:18]=[CH:19][C:20]([O:22][C:23]([CH3:26])([CH3:25])[CH3:24])=[O:21], predict the reactants needed to synthesize it. The reactants are: [CH2:1]([O:8][C:9]1[CH:10]=[CH:11][C:12]([CH:18]=[CH:19][C:20]([O:22][C:23]([CH3:26])([CH3:25])[CH3:24])=[O:21])=[C:13]([CH:17]=1)[C:14]([OH:16])=[O:15])[C:2]1[CH:7]=[CH:6][CH:5]=[CH:4][CH:3]=1.[CH3:27][Si:28]([CH3:33])([CH3:32])[CH2:29][CH2:30]O.C(Cl)CCl. (2) Given the product [CH3:3][C:4]1[CH:5]=[C:6]([C:21]2[CH:22]=[N:23][N:24]([C@@H:26]3[CH2:31][CH2:30][C@H:29]([OH:32])[CH2:28][CH2:27]3)[CH:25]=2)[CH:7]=[C:8]([NH:10][C:11]2[N:16]=[C:15]([C:17]([F:20])([F:19])[F:18])[CH:14]=[CH:13][N:12]=2)[CH:9]=1, predict the reactants needed to synthesize it. The reactants are: [BH4-].[Na+].[CH3:3][C:4]1[CH:5]=[C:6]([C:21]2[CH:22]=[N:23][N:24]([CH:26]3[CH2:31][CH2:30][C:29](=[O:32])[CH2:28][CH2:27]3)[CH:25]=2)[CH:7]=[C:8]([NH:10][C:11]2[N:16]=[C:15]([C:17]([F:20])([F:19])[F:18])[CH:14]=[CH:13][N:12]=2)[CH:9]=1. (3) The reactants are: OC1C=C([NH:8][C:9]2[N:14]=[C:13]([NH:15]C3C=CC=C(O)C=3)[C:12](F)=[CH:11][N:10]=2)C=CC=1.Cl[C:25]1N=C(Cl)C(C#N)=C[N:26]=1.[OH:34][C:35]1[CH:36]=[C:37]([CH:39]=[CH:40][CH:41]=1)N. Given the product [OH:34][C:35]1[CH:36]=[C:37]([C:11]2[N:10]=[C:9]([NH2:8])[N:14]=[C:13]([NH2:15])[C:12]=2[C:25]#[N:26])[CH:39]=[CH:40][CH:41]=1, predict the reactants needed to synthesize it. (4) The reactants are: CS(C)=O.[H-].[Na+].[I-].[CH3:8][S+](C)C.[Cl:12][C:13]1[CH:14]=[C:15]([C:20](=[O:22])[CH3:21])[CH:16]=[CH:17][C:18]=1[F:19]. Given the product [Cl:12][C:13]1[CH:14]=[C:15]([C:20]2([CH3:8])[CH2:21][O:22]2)[CH:16]=[CH:17][C:18]=1[F:19], predict the reactants needed to synthesize it. (5) Given the product [CH3:16][CH:15]([CH3:17])[CH2:14][C@H:13]([NH:12][C:10]([C:2]1[S:1][C:5]2[CH:6]=[CH:7][CH:8]=[CH:9][C:4]=2[CH:3]=1)=[O:11])[C:18]([N:20]1[CH2:25][CH2:24][NH:23][CH2:22][CH2:21]1)=[O:19], predict the reactants needed to synthesize it. The reactants are: [S:1]1[C:5]2[CH:6]=[CH:7][CH:8]=[CH:9][C:4]=2[CH:3]=[C:2]1[C:10]([NH:12][C@H:13]([C:18]([N:20]1[CH2:25][CH2:24][N:23](C(OCC2C=CC=CC=2)=O)[CH2:22][CH2:21]1)=[O:19])[CH2:14][CH:15]([CH3:17])[CH3:16])=[O:11]. (6) Given the product [C:27]([NH:1][C:2]1[S:17][C:5]2[CH2:6][N:7]([C:10]([O:12][C:13]([CH3:16])([CH3:14])[CH3:15])=[O:11])[CH2:8][CH2:9][C:4]=2[C:3]=1[C:18](=[O:26])[NH:19][C:20]1[CH:25]=[CH:24][CH:23]=[CH:22][CH:21]=1)(=[O:29])[CH3:28], predict the reactants needed to synthesize it. The reactants are: [NH2:1][C:2]1[S:17][C:5]2[CH2:6][N:7]([C:10]([O:12][C:13]([CH3:16])([CH3:15])[CH3:14])=[O:11])[CH2:8][CH2:9][C:4]=2[C:3]=1[C:18](=[O:26])[NH:19][C:20]1[CH:25]=[CH:24][CH:23]=[CH:22][CH:21]=1.[C:27](OC(=O)C)(=[O:29])[CH3:28].C(N(CC)CC)C.